Dataset: Catalyst prediction with 721,799 reactions and 888 catalyst types from USPTO. Task: Predict which catalyst facilitates the given reaction. (1) Reactant: [OH:1][C:2]1[CH:7]=[CH:6][C:5]([C:8](=[C:25]2[CH2:30][CH2:29][O:28][CH2:27][CH2:26]2)[C:9]2[CH:14]=[CH:13][C:12](/[CH:15]=[C:16](\[CH3:24])/[C:17]([O:19]C(C)(C)C)=[O:18])=[CH:11][CH:10]=2)=[CH:4][CH:3]=1. Product: [OH:1][C:2]1[CH:3]=[CH:4][C:5]([C:8](=[C:25]2[CH2:26][CH2:27][O:28][CH2:29][CH2:30]2)[C:9]2[CH:14]=[CH:13][C:12](/[CH:15]=[C:16](\[CH3:24])/[C:17]([OH:19])=[O:18])=[CH:11][CH:10]=2)=[CH:6][CH:7]=1. The catalyst class is: 157. (2) Reactant: [CH3:1][N:2]([CH3:32])[C:3]1([C:26]2[CH:31]=[CH:30][CH:29]=[CH:28][CH:27]=2)[CH2:8][CH2:7][CH:6]([CH2:9][C:10]([N:12]2[CH2:16][CH2:15][CH:14]([C:17]3[C:25]4[C:20](=[CH:21][CH:22]=[CH:23][CH:24]=4)[NH:19][CH:18]=3)[CH2:13]2)=[O:11])[CH2:5][CH2:4]1.[Cl:33][Si](C)(C)C. Product: [ClH:33].[CH3:32][N:2]([CH3:1])[C:3]1([C:26]2[CH:27]=[CH:28][CH:29]=[CH:30][CH:31]=2)[CH2:8][CH2:7][CH:6]([CH2:9][C:10]([N:12]2[CH2:16][CH2:15][CH:14]([C:17]3[C:25]4[C:20](=[CH:21][CH:22]=[CH:23][CH:24]=4)[NH:19][CH:18]=3)[CH2:13]2)=[O:11])[CH2:5][CH2:4]1. The catalyst class is: 573. (3) Reactant: [F:1][C:2]1[CH:26]=[CH:25][C:5]([CH2:6][O:7][C:8]2[CH:13]=[CH:12][N:11]([CH2:14][CH2:15][C:16]3[CH:21]=[CH:20][C:19]([CH2:22]O)=[CH:18][CH:17]=3)[C:10](=[O:24])[CH:9]=2)=[CH:4][CH:3]=1.P(Br)(Br)[Br:28]. Product: [Br:28][CH2:22][C:19]1[CH:20]=[CH:21][C:16]([CH2:15][CH2:14][N:11]2[CH:12]=[CH:13][C:8]([O:7][CH2:6][C:5]3[CH:25]=[CH:26][C:2]([F:1])=[CH:3][CH:4]=3)=[CH:9][C:10]2=[O:24])=[CH:17][CH:18]=1. The catalyst class is: 326. (4) Reactant: [NH:1]1[CH2:6][CH2:5][CH:4]([C:7]#[N:8])[CH2:3][CH2:2]1.[C:9](O[C:9]([O:11][C:12]([CH3:15])([CH3:14])[CH3:13])=[O:10])([O:11][C:12]([CH3:15])([CH3:14])[CH3:13])=[O:10].ClC1C(C=O)=CN=C(SC)N=1.Cl. Product: [C:7]([CH:4]1[CH2:5][CH2:6][N:1]([C:9]([O:11][C:12]([CH3:15])([CH3:14])[CH3:13])=[O:10])[CH2:2][CH2:3]1)#[N:8]. The catalyst class is: 2. (5) Reactant: [CH3:1][C@H:2]1[CH2:7][NH:6][CH2:5][C@@H:4]([CH3:8])[NH:3]1.Cl[S:10]([C:13]1[CH:14]=[CH:15][C:16]([O:22][CH2:23][CH3:24])=[C:17]([CH:21]=1)[C:18]([OH:20])=[O:19])(=[O:12])=[O:11]. Product: [CH2:23]([O:22][C:16]1[CH:15]=[CH:14][C:13]([S:10]([N:6]2[CH2:5][C@@H:4]([CH3:8])[NH:3][C@@H:2]([CH3:1])[CH2:7]2)(=[O:12])=[O:11])=[CH:21][C:17]=1[C:18]([OH:20])=[O:19])[CH3:24]. The catalyst class is: 6. (6) Reactant: [C:1]1([C:40]2[CH:45]=[CH:44][CH:43]=[CH:42][CH:41]=2)[CH:6]=[CH:5][C:4]([C@@:7]2([S:34]([CH2:37][CH2:38][CH3:39])(=[O:36])=[O:35])[CH2:11][N:10]([C:12](=[O:29])[C@@H:13]([NH:21][C:22]([O:24][C:25]([CH3:28])([CH3:27])[CH3:26])=[O:23])[CH2:14][CH2:15][CH2:16][CH2:17][CH2:18][CH:19]=[CH2:20])[C@H:9]([C:30]([O:32]C)=[O:31])[CH2:8]2)=[CH:3][CH:2]=1.[OH-].[Li+]. Product: [C:1]1([C:40]2[CH:41]=[CH:42][CH:43]=[CH:44][CH:45]=2)[CH:2]=[CH:3][C:4]([C@@:7]2([S:34]([CH2:37][CH2:38][CH3:39])(=[O:36])=[O:35])[CH2:11][N:10]([C:12](=[O:29])[C@@H:13]([NH:21][C:22]([O:24][C:25]([CH3:26])([CH3:28])[CH3:27])=[O:23])[CH2:14][CH2:15][CH2:16][CH2:17][CH2:18][CH:19]=[CH2:20])[C@H:9]([C:30]([OH:32])=[O:31])[CH2:8]2)=[CH:5][CH:6]=1. The catalyst class is: 87. (7) Reactant: C1(P(C2C=CC=CC=2)C2C=CC=CC=2)C=CC=CC=1.O1CCOCC1.Br[C:27]1[N:35]2[C:30]([CH:31]=[N:32][C:33]([NH:36][C:37]3[CH:42]=[CH:41][C:40]([CH:43]4[CH2:48][CH2:47][N:46]([CH2:49][C:50]([NH2:52])=[O:51])[CH2:45][CH2:44]4)=[CH:39][CH:38]=3)=[N:34]2)=[CH:29][CH:28]=1.[CH3:53][N:54]([CH3:71])[CH2:55][C:56]1[CH:61]=[CH:60][C:59](B2OC(C)(C)C(C)(C)O2)=[CH:58][CH:57]=1.Cl.C(=O)([O-])[O-].[Na+].[Na+].O.O1CCCC1. Product: [CH3:53][N:54]([CH2:55][C:56]1[CH:61]=[CH:60][C:59]([C:27]2[N:35]3[C:30]([CH:31]=[N:32][C:33]([NH:36][C:37]4[CH:42]=[CH:41][C:40]([CH:43]5[CH2:48][CH2:47][N:46]([CH2:49][C:50]([NH2:52])=[O:51])[CH2:45][CH2:44]5)=[CH:39][CH:38]=4)=[N:34]3)=[CH:29][CH:28]=2)=[CH:58][CH:57]=1)[CH3:71]. The catalyst class is: 167. (8) Reactant: [Cl:1][C:2]1[CH:3]=[CH:4][C:5]2[N:11]3[C:12]([CH2:15][CH2:16][O:17][CH3:18])=[N:13][N:14]=[C:10]3[CH:9]([CH2:19][C:20](O)=[O:21])[O:8][CH:7]([C:23]3[CH:28]=[CH:27][CH:26]=[C:25]([O:29][CH3:30])[C:24]=3[O:31][CH3:32])[C:6]=2[CH:33]=1.[NH:34]1[CH2:39][CH2:38][CH2:37][CH2:36][CH2:35]1. Product: [Cl:1][C:2]1[CH:3]=[CH:4][C:5]2[N:11]3[C:12]([CH2:15][CH2:16][O:17][CH3:18])=[N:13][N:14]=[C:10]3[CH:9]([CH2:19][C:20](=[O:21])[N:34]3[CH2:39][CH2:38][CH2:37][CH2:36][CH2:35]3)[O:8][CH:7]([C:23]3[CH:28]=[CH:27][CH:26]=[C:25]([O:29][CH3:30])[C:24]=3[O:31][CH3:32])[C:6]=2[CH:33]=1. The catalyst class is: 9. (9) Reactant: [CH2:1]([OH:4])[CH2:2][OH:3].[SH:5][CH:6]([CH3:11])[CH2:7][C:8]([OH:10])=O.O.C1(C)C=[CH:17][C:16]([S:19](O)(=O)=O)=[CH:15][CH:14]=1.[Na].C(=O)([O-])[OH:26]. Product: [SH:19][CH:16]([CH3:17])[CH2:15][C:14]([O:3][CH2:2][CH2:1][O:4][C:8](=[O:10])[CH2:7][CH:6]([SH:5])[CH3:11])=[O:26]. The catalyst class is: 11.